From a dataset of Catalyst prediction with 721,799 reactions and 888 catalyst types from USPTO. Predict which catalyst facilitates the given reaction. (1) Reactant: BrN1C(=[O:7])CCC1=O.[O:9]=[C:10]1[CH2:16][N:15]=[C:14]([C:17]2[CH:22]=[CH:21][CH:20]=[CH:19][CH:18]=2)[C:13]2[CH:23]=[CH:24][CH:25]=[CH:26][C:12]=2[N:11]1[CH2:27][C:28]([F:31])([F:30])[F:29].FC(F)(F)C(O)=O. Product: [OH:7][CH:16]1[N:15]=[C:14]([C:17]2[CH:22]=[CH:21][CH:20]=[CH:19][CH:18]=2)[C:13]2[CH:23]=[CH:24][CH:25]=[CH:26][C:12]=2[N:11]([CH2:27][C:28]([F:31])([F:29])[F:30])[C:10]1=[O:9]. The catalyst class is: 53. (2) Reactant: [Cl:1][C:2]1[CH:7]=[CH:6][C:5]([C:8](=O)[CH2:9][C:10]([O:12]CC)=O)=[CH:4][CH:3]=1.[N:16]1[NH:17][C:18]([NH2:21])=[CH:19][CH:20]=1. Product: [Cl:1][C:2]1[CH:3]=[CH:4][C:5]([C:8]2[CH:9]=[C:10]([OH:12])[N:17]3[N:16]=[CH:20][CH:19]=[C:18]3[N:21]=2)=[CH:6][CH:7]=1. The catalyst class is: 25.